Predict the product of the given reaction. From a dataset of Forward reaction prediction with 1.9M reactions from USPTO patents (1976-2016). (1) Given the reactants [CH3:1][O:2][C:3](=[O:13])[CH2:4][NH:5][C:6]1[CH:7]=[N:8][CH:9]=[CH:10][C:11]=1I.[F:14][C:15]1[C:20]([F:21])=[CH:19][C:18](B(O)O)=[C:17]([O:25][CH3:26])[CH:16]=1, predict the reaction product. The product is: [CH3:1][O:2][C:3](=[O:13])[CH2:4][NH:5][C:6]1[CH:7]=[N:8][CH:9]=[CH:10][C:11]=1[C:18]1[CH:19]=[C:20]([F:21])[C:15]([F:14])=[CH:16][C:17]=1[O:25][CH3:26]. (2) The product is: [C:26]([O:30][C:31]([NH:33][C:34]1[CH:35]=[CH:36][C:37]([NH:38]/[C:16](=[C:6]2\[C:5](=[O:25])[NH:4][C:12]3[C:7]\2=[CH:8][C:9]([N+:13]([O-:15])=[O:14])=[CH:10][CH:11]=3)/[C:17]2[CH:22]=[CH:21][CH:20]=[CH:19][CH:18]=2)=[CH:39][CH:40]=1)=[O:32])([CH3:29])([CH3:27])[CH3:28]. Given the reactants C([N:4]1[C:12]2[C:7](=[CH:8][C:9]([N+:13]([O-:15])=[O:14])=[CH:10][CH:11]=2)[C:6](=[C:16](OC)[C:17]2[CH:22]=[CH:21][CH:20]=[CH:19][CH:18]=2)[C:5]1=[O:25])(=O)C.[C:26]([O:30][C:31]([NH:33][C:34]1[CH:40]=[CH:39][C:37]([NH2:38])=[CH:36][CH:35]=1)=[O:32])([CH3:29])([CH3:28])[CH3:27].[OH-].[Na+], predict the reaction product. (3) Given the reactants [CH3:1][C:2]1[CH:3]=[C:4]([OH:11])[CH:5]=[CH:6][C:7]=1[N+:8]([O-:10])=[O:9].[F:12][C:13]([F:26])([F:25])[S:14](O[S:14]([C:13]([F:26])([F:25])[F:12])(=[O:16])=[O:15])(=[O:16])=[O:15].O, predict the reaction product. The product is: [F:12][C:13]([F:26])([F:25])[S:14]([O:11][C:4]1[CH:5]=[CH:6][C:7]([N+:8]([O-:10])=[O:9])=[C:2]([CH3:1])[CH:3]=1)(=[O:16])=[O:15]. (4) Given the reactants [Si:1]([O:8][CH2:9][CH:10]([N:19]1[CH:24]=[CH:23][C:22]([C:25]2[CH:30]=[CH:29][N:28]=[C:27](S(C)(=O)=O)[N:26]=2)=[CH:21][C:20]1=[O:35])[C:11]1[CH:16]=[CH:15][C:14]([Cl:17])=[C:13]([F:18])[CH:12]=1)([C:4]([CH3:7])([CH3:6])[CH3:5])([CH3:3])[CH3:2].[NH2:36][CH:37]1[CH2:42][CH:41]2[CH2:43][CH:38]1[C:39](=[O:44])[O:40]2.Cl, predict the reaction product. The product is: [Si:1]([O:8][CH2:9][C@@H:10]([N:19]1[CH:24]=[CH:23][C:22]([C:25]2[CH:30]=[CH:29][N:28]=[C:27]([NH:36][CH:37]3[CH2:42][CH:41]4[CH2:43][CH:38]3[C:39](=[O:44])[O:40]4)[N:26]=2)=[CH:21][C:20]1=[O:35])[C:11]1[CH:16]=[CH:15][C:14]([Cl:17])=[C:13]([F:18])[CH:12]=1)([C:4]([CH3:7])([CH3:6])[CH3:5])([CH3:3])[CH3:2].